Task: Predict which catalyst facilitates the given reaction.. Dataset: Catalyst prediction with 721,799 reactions and 888 catalyst types from USPTO Reactant: [NH2:1][C:2]1[N:7]=[C:6](Br)[C:5]([C:9]#[N:10])=[C:4]([S:11][CH3:12])[N:3]=1.[Cl:13][C:14]1[CH:15]=[N:16][NH:17][CH:18]=1.C(=O)([O-])[O-].[Cs+].[Cs+]. Product: [NH2:1][C:2]1[N:7]=[C:6]([N:16]2[CH:15]=[C:14]([Cl:13])[CH:18]=[N:17]2)[C:5]([C:9]#[N:10])=[C:4]([S:11][CH3:12])[N:3]=1. The catalyst class is: 37.